Predict the reactants needed to synthesize the given product. From a dataset of Full USPTO retrosynthesis dataset with 1.9M reactions from patents (1976-2016). (1) Given the product [Cl:21][C:19]1[CH:18]=[N:17][C:5]2=[N:6][C:7]([N:8]3[CH2:13][CH2:12][N:11]([CH:14]4[CH2:16][CH2:15]4)[CH2:10][CH2:9]3)=[C:2]([NH:23][NH2:24])[N:3]=[C:4]2[CH:20]=1, predict the reactants needed to synthesize it. The reactants are: Cl[C:2]1[N:3]=[C:4]2[CH:20]=[C:19]([Cl:21])[CH:18]=[N:17][C:5]2=[N:6][C:7]=1[N:8]1[CH2:13][CH2:12][N:11]([CH:14]2[CH2:16][CH2:15]2)[CH2:10][CH2:9]1.O.[NH2:23][NH2:24]. (2) Given the product [CH2:24]([O:26][C:27](=[O:47])[C@@H:28]([NH:36][C:37]([O:39][CH2:40][C:41]1[CH:46]=[CH:45][CH:44]=[CH:43][CH:42]=1)=[O:38])[CH2:29][CH2:30][S:31](=[O:33])(=[O:32])[NH2:34])[CH3:25], predict the reactants needed to synthesize it. The reactants are: C(OC(=O)[C@@H](NC(OCC1C=CC=CC=1)=O)CCS(Cl)(=O)=O)C.[CH2:24]([O:26][C:27](=[O:47])[C@@H:28]([NH:36][C:37]([O:39][CH2:40][C:41]1[CH:46]=[CH:45][CH:44]=[CH:43][CH:42]=1)=[O:38])[CH2:29][CH2:30][S:31]([NH:34]N)(=[O:33])=[O:32])[CH3:25].O.NN. (3) Given the product [C:24]([C:23]1[CH:26]=[C:19]([NH:4][C:3]([C:5]2[C:9]([NH:10][CH2:11][CH2:12][NH:13][S:14]([CH3:17])(=[O:16])=[O:15])=[N:8][O:7][N:6]=2)=[N:2][OH:1])[CH:20]=[CH:21][C:22]=1[F:27])#[N:25], predict the reactants needed to synthesize it. The reactants are: [OH:1][NH:2][C:3]([C:5]1[C:9]([NH:10][CH2:11][CH2:12][NH:13][S:14]([CH3:17])(=[O:16])=[O:15])=[N:8][O:7][N:6]=1)=[NH:4].N[C:19]1[CH:20]=[CH:21][C:22]([F:27])=[C:23]([CH:26]=1)[C:24]#[N:25].